From a dataset of Reaction yield outcomes from USPTO patents with 853,638 reactions. Predict the reaction yield, written as a fraction of the theoretical maximum amount of product (1.0 means a 100% yield; for example, 0.34 means a 34% yield). (1) The reactants are [Cl-].[Na+].[Cl-].[Al+3].[Cl-].[Cl-].[Br:7][C:8]1[CH:13]=[CH:12][C:11]([C:14](=[O:19])[CH2:15][CH2:16][CH2:17]Cl)=[CH:10][CH:9]=1. No catalyst specified. The product is [Br:7][C:8]1[CH:13]=[C:12]2[C:11](=[CH:10][CH:9]=1)[C:14](=[O:19])[CH2:15][CH:16]2[CH3:17]. The yield is 0.890. (2) The reactants are [N+:1]([O-:4])([O-:3])=[O:2].[CH3:5][NH+:6]1[CH2:10][CH2:9][N:8]([CH3:11])[CH:7]1Cl.[CH3:13][N-:14][CH3:15].[Li+]. The catalyst is C(#N)C. The product is [N+:1]([O-:4])([O-:3])=[O:2].[CH3:5][NH+:6]1[CH2:10][CH2:9][N:8]([CH3:11])[CH:7]1[N:14]([CH3:15])[CH3:13]. The yield is 0.922. (3) The catalyst is CN(C)C=O. The yield is 0.420. The product is [C:15]([N:14]=[C:17]([NH2:18])[NH:13][C:5]1[CH:6]=[C:7]2[C:11](=[C:3]([I:2])[CH:4]=1)[NH:10][C:9]([CH3:12])=[CH:8]2)#[N:16]. The reactants are Cl.[I:2][C:3]1[CH:4]=[C:5]([NH2:13])[CH:6]=[C:7]2[C:11]=1[NH:10][C:9]([CH3:12])=[CH:8]2.[N-:14]([C:17]#[N:18])[C:15]#[N:16].[Na+]. (4) The product is [Cl:15][C:16]1[CH:21]=[C:20](/[CH:3]=[CH:2]/[CH2:1][N:4]2[C:12]3[C:7](=[CH:8][CH:9]=[CH:10][CH:11]=3)[C:6](=[O:13])[C:5]2=[O:14])[CH:19]=[CH:18][C:17]=1[Cl:23]. The reactants are [CH2:1]([N:4]1[C:12]2[C:7](=[CH:8][CH:9]=[CH:10][CH:11]=2)[C:6](=[O:13])[C:5]1=[O:14])[CH:2]=[CH2:3].[Cl:15][C:16]1[CH:21]=[CH:20][C:19](I)=[CH:18][C:17]=1[Cl:23].C1(C)C=CC=CC=1.C1(N(C)C2CCCCC2)CCCCC1. The yield is 0.840. The catalyst is C(Cl)Cl.CC(C)([P](C(C)(C)C)([Pd][P](C(C)(C)C)(C(C)(C)C)C(C)(C)C)C(C)(C)C)C. (5) The reactants are [NH2:1][C:2]1[C:10]2[C:9]([C:11]3[CH:16]=[C:15]([O:17][CH3:18])[CH:14]=[C:13]([Cl:19])[CH:12]=3)=[N:8][C:7](S(C)=O)=[N:6][C:5]=2[S:4][C:3]=1[C:23]([NH2:25])=[O:24].CN([CH:29]=[O:30])C. No catalyst specified. The product is [CH2:3]([C@@H:2]([NH:1][C:7]1[N:8]=[C:9]([C:11]2[CH:16]=[C:15]([O:17][CH3:18])[CH:14]=[C:13]([Cl:19])[CH:12]=2)[C:10]2[C:2]([NH2:1])=[C:3]([C:23]([NH2:25])=[O:24])[S:4][C:5]=2[N:6]=1)[CH2:29][OH:30])[CH3:23]. The yield is 0.700. (6) The reactants are [N:1]12[CH2:8][CH2:7][C:4]([C:9]([C:17]3[CH:22]=[CH:21][CH:20]=[CH:19][CH:18]=3)([C:11]3[CH:16]=[CH:15][CH:14]=[CH:13][CH:12]=3)[OH:10])([CH2:5][CH2:6]1)[CH2:3][CH2:2]2.[O:23]1[C:27]2[CH:28]=[CH:29][CH:30]=[CH:31][C:26]=2[CH:25]=[C:24]1[C:32](=[O:35])[CH2:33][Br:34].CC#N. The catalyst is C(Cl)(Cl)Cl.CS(C)=O. The product is [Br-:34].[O:23]1[C:27]2[CH:28]=[CH:29][CH:30]=[CH:31][C:26]=2[CH:25]=[C:24]1[C:32](=[O:35])[CH2:33][N+:1]12[CH2:6][CH2:5][C:4]([C:9]([OH:10])([C:17]3[CH:22]=[CH:21][CH:20]=[CH:19][CH:18]=3)[C:11]3[CH:12]=[CH:13][CH:14]=[CH:15][CH:16]=3)([CH2:3][CH2:2]1)[CH2:7][CH2:8]2. The yield is 0.574.